Dataset: Reaction yield outcomes from USPTO patents with 853,638 reactions. Task: Predict the reaction yield, written as a fraction of the theoretical maximum amount of product (1.0 means a 100% yield; for example, 0.34 means a 34% yield). (1) The reactants are [N:1]1([C:7]2[C:8]3[N:16]=[C:15]([C:17]4[CH:18]=[N:19][CH:20]=[CH:21][CH:22]=4)[S:14][C:9]=3[N:10]=[C:11]([NH2:13])[N:12]=2)[CH2:6][CH2:5][NH:4][CH2:3][CH2:2]1.[CH3:23][O:24][C:25]1[CH:35]=[CH:34][C:28]([O:29][CH2:30][C:31](O)=[O:32])=[CH:27][CH:26]=1. No catalyst specified. The product is [NH2:13][C:11]1[N:12]=[C:7]([N:1]2[CH2:6][CH2:5][N:4]([C:31](=[O:32])[CH2:30][O:29][C:28]3[CH:34]=[CH:35][C:25]([O:24][CH3:23])=[CH:26][CH:27]=3)[CH2:3][CH2:2]2)[C:8]2[N:16]=[C:15]([C:17]3[CH:18]=[N:19][CH:20]=[CH:21][CH:22]=3)[S:14][C:9]=2[N:10]=1. The yield is 0.520. (2) The reactants are Cl[C:2]1[CH:3]=[C:4]([CH:6]=[CH:7][C:8]=1[C:9]#[N:10])[NH2:5].[F-].[Cs+].[C:13]1(B(O)O)[CH:18]=[CH:17][CH:16]=[CH:15][CH:14]=1. The catalyst is CN1C(=O)CCC1.CCOC(C)=O.Cl[Pd](Cl)(P(C1CCCCC1)(C1CCCCC1)C1CCCCC1)P(C1CCCCC1)(C1CCCCC1)C1CCCCC1. The product is [C:9]([C:8]1[CH:7]=[CH:6][C:4]([NH2:5])=[CH:3][C:2]=1[C:13]1[CH:18]=[CH:17][CH:16]=[CH:15][CH:14]=1)#[N:10]. The yield is 0.960. (3) The reactants are CON(C)[C:4](=[O:16])[CH2:5][CH2:6][C:7]1[C:12]([Cl:13])=[CH:11][C:10]([Cl:14])=[CH:9][C:8]=1[Cl:15].CC(C[AlH]CC(C)C)C. The catalyst is C1(C)C=CC=CC=1. The product is [Cl:13][C:12]1[CH:11]=[C:10]([Cl:14])[CH:9]=[C:8]([Cl:15])[C:7]=1[CH2:6][CH2:5][CH:4]=[O:16]. The yield is 0.625. (4) The yield is 0.472. The product is [F:34][C:3]([F:2])([F:33])[C:4]1[CH:5]=[C:6]([NH:14][C:15](=[O:32])[C:16]2[CH:21]=[C:20]([C:22]3[CH:27]=[CH:26][CH:25]=[CH:24][N:23]=3)[CH:19]=[CH:18][C:17]=2[OH:28])[CH:7]=[C:8]([C:10]([F:11])([F:12])[F:13])[CH:9]=1. The catalyst is CO. The reactants are Cl.[F:2][C:3]([F:34])([F:33])[C:4]1[CH:5]=[C:6]([NH:14][C:15](=[O:32])[C:16]2[CH:21]=[C:20]([C:22]3[CH:27]=[CH:26][CH:25]=[CH:24][N:23]=3)[CH:19]=[CH:18][C:17]=2[O:28]COC)[CH:7]=[C:8]([C:10]([F:13])([F:12])[F:11])[CH:9]=1.C(=O)([O-])O.[Na+]. (5) The reactants are C([O:5][C:6](=[O:49])[C:7]1[CH:12]=[CH:11][CH:10]=[C:9]([CH2:13][CH:14]([NH:28][C:29](=[O:46])[CH2:30][N:31]2[CH2:36][CH2:35][CH:34]([N:37]([C:39](OC(C)(C)C)=O)C)[CH2:33][CH2:32]2)[B:15]2[O:23]C3C(C)(C4CC(C3)C4(C)C)[O:16]2)[C:8]=1OC)(C)(C)C.B(Cl)(Cl)Cl. The product is [OH:16][B:15]1[CH:14]([NH:28][C:29](=[O:46])[CH2:30][N:31]2[CH2:32][CH2:33][CH:34]([NH:37][CH3:39])[CH2:35][CH2:36]2)[CH2:13][C:9]2[CH:10]=[CH:11][CH:12]=[C:7]([C:6]([OH:5])=[O:49])[C:8]=2[O:23]1. No catalyst specified. The yield is 0.230. (6) The reactants are [F:1][C:2]1[CH:7]=[CH:6][C:5]([C:8]2[N:9]=[C:10]([CH:14]3[CH2:19][CH2:18][NH:17][CH2:16][CH2:15]3)[N:11]([CH3:13])[CH:12]=2)=[CH:4][C:3]=1[C:20]([F:23])([F:22])[F:21].[NH2:24][C:25]1[C:30]([CH:31]=[O:32])=[C:29](Cl)[N:28]=[CH:27][N:26]=1.CCN(C(C)C)C(C)C.O. The catalyst is C(#N)C. The product is [NH2:24][C:25]1[C:30]([CH:31]=[O:32])=[C:29]([N:17]2[CH2:18][CH2:19][CH:14]([C:10]3[N:11]([CH3:13])[CH:12]=[C:8]([C:5]4[CH:6]=[CH:7][C:2]([F:1])=[C:3]([C:20]([F:21])([F:22])[F:23])[CH:4]=4)[N:9]=3)[CH2:15][CH2:16]2)[N:28]=[CH:27][N:26]=1. The yield is 0.850. (7) The reactants are Cl[C:2]1[C:3]([C:11]([OH:13])=[O:12])=[N:4][N:5]([CH3:10])[C:6](=[O:9])[C:7]=1[CH3:8].[F:14][C:15]1[CH:21]=[C:20]([I:22])[CH:19]=[CH:18][C:16]=1[NH2:17].[Li+].C[Si]([N-][Si](C)(C)C)(C)C. The catalyst is C1COCC1. The product is [F:14][C:15]1[CH:21]=[C:20]([I:22])[CH:19]=[CH:18][C:16]=1[NH:17][C:2]1[C:3]([C:11]([OH:13])=[O:12])=[N:4][N:5]([CH3:10])[C:6](=[O:9])[C:7]=1[CH3:8]. The yield is 0.380. (8) The reactants are [C:1]([O:9][CH2:10][C@@H:11]1[C:15]([O:17][C:18](=[O:20])[CH3:19])([CH3:16])[C@:14]([F:22])([CH3:21])[CH:13]([N:23]2[CH:31]=[N:30][C:29]3[C:24]2=[N:25][CH:26]=[N:27][C:28]=3Cl)[O:12]1)(=[O:8])[C:2]1[CH:7]=[CH:6][CH:5]=[CH:4][CH:3]=1.[CH3:33][O:34][C:35]1[CH:36]=[C:37]([CH:40]=[CH:41][CH:42]=1)[CH2:38][NH2:39].O. The catalyst is C(O)C. The product is [C:1]([O:9][CH2:10][C@@H:11]1[C:15]([O:17][C:18](=[O:20])[CH3:19])([CH3:16])[C@:14]([F:22])([CH3:21])[CH:13]([N:23]2[CH:31]=[N:30][C:29]3[C:24]2=[N:25][CH:26]=[N:27][C:28]=3[NH:39][CH2:38][C:37]2[CH:40]=[CH:41][CH:42]=[C:35]([O:34][CH3:33])[CH:36]=2)[O:12]1)(=[O:8])[C:2]1[CH:7]=[CH:6][CH:5]=[CH:4][CH:3]=1. The yield is 0.210.